From a dataset of Reaction yield outcomes from USPTO patents with 853,638 reactions. Predict the reaction yield, written as a fraction of the theoretical maximum amount of product (1.0 means a 100% yield; for example, 0.34 means a 34% yield). (1) The reactants are [CH3:1][O:2][C:3]1[CH:8]=[CH:7][C:6](B(O)O)=[CH:5][N:4]=1.O1CCN(CC[CH2:20][O:21][C:22]2[CH:31]=[C:30]3[C:25]([C:26]([O:32][C:33]4[CH:38]=[CH:37][C:36](NC(=O)CC5C=CC=CN=5)=[CH:35][C:34]=4[F:49])=[CH:27][CH:28]=[N:29]3)=[CH:24][C:23]=2[O:50][CH3:51])CC1. No catalyst specified. The product is [F:49][C:34]1[CH:35]=[C:36]([C:6]2[CH:5]=[N:4][C:3]([O:2][CH3:1])=[CH:8][CH:7]=2)[CH:37]=[CH:38][C:33]=1[O:32][C:26]1[C:25]2[C:30](=[CH:31][C:22]([O:21][CH3:20])=[C:23]([O:50][CH3:51])[CH:24]=2)[N:29]=[CH:28][CH:27]=1. The yield is 0.470. (2) The reactants are P([O-])([O-])([O-])=O.[Na+].[Na+].[Na+].[CH:9]1[C:14]([C:15]([CH2:17]Cl)=[O:16])=[CH:13][CH:12]=[C:11]([F:19])[CH:10]=1.C(OC(C)C)(C)C.[OH-].[Na+]. The catalyst is C(O)(C)C. The product is [F:19][C:11]1[CH:12]=[CH:13][C:14]([C@H:15]2[CH2:17][O:16]2)=[CH:9][CH:10]=1. The yield is 0.920.